From a dataset of Reaction yield outcomes from USPTO patents with 853,638 reactions. Predict the reaction yield, written as a fraction of the theoretical maximum amount of product (1.0 means a 100% yield; for example, 0.34 means a 34% yield). (1) The yield is 0.596. The reactants are C([O:4][C@@H:5]([C@@H:9]([NH:17][C:18](=[O:30])[C:19]1[CH:24]=[CH:23][CH:22]=[C:21]([O:25]C(=O)C)[C:20]=1[CH3:29])[CH2:10][C:11]1[CH:16]=[CH:15][CH:14]=[CH:13][CH:12]=1)[C:6]([OH:8])=O)(=O)C.N1C=CC=CC=1.O=S(Cl)Cl.Cl.[CH2:42]([NH:45][C:46]([C@@H:48]1[C:52]([CH3:54])([CH3:53])[S:51][CH2:50][NH:49]1)=[O:47])[CH:43]=[CH2:44].C(O[C@@H]([C@@H](NC(=O)C1C=CC=C(OC(=O)C)C=1C)CC1C=CC=CC=1)C(Cl)=O)(=O)C.C(NC([C@@H]1C(C)(C)SCN1)=O)C=C.[OH-].[K+].[OH-].[K+].CO.C(O[C@H](C(N1[C@H](C(=O)NCC=C)C(C)(C)SC1)=O)[C@@H](NC(C1C(C)=C(OC(=O)C)C=CC=1)=O)CC1C=CC=CC=1)(=O)C.Cl. The catalyst is C(OCC)(=O)C.O.CO.CC#N. The product is [CH2:42]([NH:45][C:46]([C@@H:48]1[C:52]([CH3:54])([CH3:53])[S:51][CH2:50][N:49]1[C:6](=[O:8])[C@@H:5]([OH:4])[C@@H:9]([NH:17][C:18](=[O:30])[C:19]1[CH:24]=[CH:23][CH:22]=[C:21]([OH:25])[C:20]=1[CH3:29])[CH2:10][C:11]1[CH:12]=[CH:13][CH:14]=[CH:15][CH:16]=1)=[O:47])[CH:43]=[CH2:44]. (2) The reactants are [CH3:1][C:2]1[CH:3]=[C:4]([CH:7]=[C:8]([CH3:11])[C:9]=1[OH:10])[CH:5]=O.Br[CH2:13][CH2:14][N:15]1C(=O)C2=CC=CC=C2C1=O.C([O-])([O-])=O.[K+].[K+].[Na+].[I-].CCOCC.[NH2:39][C:40]1[CH:48]=[C:47]([O:49][CH3:50])[CH:46]=[C:45]([O:51][CH3:52])[C:41]=1[C:42]([NH2:44])=[O:43].OS([O-])=O.[Na+].CC1C=[CH:61][C:62]([S:65]([OH:68])(=[O:67])=O)=[CH:63]C=1.O. The catalyst is CN(C=O)C.CCOC(C)=O.CC(N(C)C)=O. The product is [CH3:52][O:51][C:45]1[CH:46]=[C:47]([O:49][CH3:50])[CH:48]=[C:40]2[C:41]=1[C:42](=[O:43])[NH:44][C:5]([C:4]1[CH:3]=[C:2]([CH3:1])[C:9]([O:10][CH2:13][CH2:14][NH:15][S:65]([CH:62]([CH3:61])[CH3:63])(=[O:67])=[O:68])=[C:8]([CH3:11])[CH:7]=1)=[N:39]2. The yield is 0.170. (3) The reactants are C([O:3][C:4]([C:6]1[C:15]2[C:10](=[CH:11][CH:12]=[CH:13][CH:14]=2)[C:9]([N:16]2[CH2:20][CH2:19][CH2:18][CH2:17]2)=[CH:8][CH:7]=1)=[O:5])C.[Li+].[OH-].O.C1COCC1. The catalyst is C(OCC)(=O)C. The product is [N:16]1([C:9]2[C:10]3[C:15](=[CH:14][CH:13]=[CH:12][CH:11]=3)[C:6]([C:4]([OH:5])=[O:3])=[CH:7][CH:8]=2)[CH2:20][CH2:19][CH2:18][CH2:17]1. The yield is 0.680.